From a dataset of Forward reaction prediction with 1.9M reactions from USPTO patents (1976-2016). Predict the product of the given reaction. Given the reactants [F:1][C:2]1[C:19]([F:20])=[C:18]2[C:5]([CH2:6][C:7]3([C@H:16]4[C@H:24]([CH3:25])[O:23][C@H:22]([CH3:26])[CH2:21][N:17]42)[C:12](=[O:13])[NH:11][C:10](=[O:14])[NH:9][C:8]3=[O:15])=[CH:4][C:3]=1[C:27]([OH:29])=O.CN(C(ON1N=NC2C=CC=CC1=2)=[N+](C)C)C.[B-](F)(F)(F)F.[NH2:52][CH:53]1[CH2:57][CH2:56][O:55][C:54]1=[O:58].CCN(C(C)C)C(C)C, predict the reaction product. The product is: [F:1][C:2]1[C:19]([F:20])=[C:18]2[C:5]([CH2:6][C:7]3([C@H:16]4[C@H:24]([CH3:25])[O:23][C@H:22]([CH3:26])[CH2:21][N:17]42)[C:8](=[O:15])[NH:9][C:10](=[O:14])[NH:11][C:12]3=[O:13])=[CH:4][C:3]=1[C:27]([NH:52][CH:53]1[CH2:57][CH2:56][O:55][C:54]1=[O:58])=[O:29].